Task: Regression. Given two drug SMILES strings and cell line genomic features, predict the synergy score measuring deviation from expected non-interaction effect.. Dataset: NCI-60 drug combinations with 297,098 pairs across 59 cell lines (1) Drug 1: COC1=CC(=CC(=C1O)OC)C2C3C(COC3=O)C(C4=CC5=C(C=C24)OCO5)OC6C(C(C7C(O6)COC(O7)C8=CC=CS8)O)O. Drug 2: COC1=C2C(=CC3=C1OC=C3)C=CC(=O)O2. Cell line: OVCAR-8. Synergy scores: CSS=25.8, Synergy_ZIP=3.92, Synergy_Bliss=-1.80, Synergy_Loewe=-27.6, Synergy_HSA=-2.29. (2) Drug 1: CC1=C(C=C(C=C1)NC2=NC=CC(=N2)N(C)C3=CC4=NN(C(=C4C=C3)C)C)S(=O)(=O)N.Cl. Drug 2: CC1C(C(CC(O1)OC2CC(CC3=C2C(=C4C(=C3O)C(=O)C5=C(C4=O)C(=CC=C5)OC)O)(C(=O)CO)O)N)O.Cl. Cell line: OVCAR3. Synergy scores: CSS=38.8, Synergy_ZIP=0.211, Synergy_Bliss=1.59, Synergy_Loewe=-11.6, Synergy_HSA=2.06. (3) Drug 1: C1CCC(C1)C(CC#N)N2C=C(C=N2)C3=C4C=CNC4=NC=N3. Drug 2: CCC1(CC2CC(C3=C(CCN(C2)C1)C4=CC=CC=C4N3)(C5=C(C=C6C(=C5)C78CCN9C7C(C=CC9)(C(C(C8N6C)(C(=O)OC)O)OC(=O)C)CC)OC)C(=O)OC)O.OS(=O)(=O)O. Cell line: M14. Synergy scores: CSS=26.0, Synergy_ZIP=-0.402, Synergy_Bliss=-2.05, Synergy_Loewe=-50.1, Synergy_HSA=-9.81.